This data is from Catalyst prediction with 721,799 reactions and 888 catalyst types from USPTO. The task is: Predict which catalyst facilitates the given reaction. (1) Reactant: [CH3:1][S:2]([N:5]1[CH2:10][CH2:9][N:8]([C:11]2[N:16]=[CH:15][C:14]([O:17][CH2:18][C:19]([F:22])([F:21])[F:20])=[CH:13][N:12]=2)[CH2:7][CH2:6]1)(=[O:4])=[O:3].[Li+].C[Si]([N-][Si](C)(C)C)(C)C.P(Cl)(OCC)(OCC)=O.[N:42]1[CH:47]=[CH:46][CH:45]=[N:44][C:43]=1[CH2:48][CH2:49][CH2:50][CH:51]=O. Product: [N:42]1[CH:47]=[CH:46][CH:45]=[N:44][C:43]=1[CH2:48][CH2:49][CH2:50]/[CH:51]=[CH:1]/[S:2]([N:5]1[CH2:6][CH2:7][N:8]([C:11]2[N:12]=[CH:13][C:14]([O:17][CH2:18][C:19]([F:22])([F:20])[F:21])=[CH:15][N:16]=2)[CH2:9][CH2:10]1)(=[O:4])=[O:3]. The catalyst class is: 1. (2) Reactant: [N+:1]([C:4]1[CH:12]=[C:11]2[C:7]([CH:8]=[N:9][NH:10]2)=[CH:6][CH:5]=1)([O-:3])=[O:2].C(=O)([O-])[O-].[K+].[K+].Cl.Cl[CH2:21][CH2:22][N:23]1[CH2:27][CH2:26][CH2:25][CH2:24]1. Product: [N+:1]([C:4]1[CH:12]=[C:11]2[C:7]([CH:8]=[N:9][N:10]2[CH2:21][CH2:22][N:23]2[CH2:27][CH2:26][CH2:25][CH2:24]2)=[CH:6][CH:5]=1)([O-:3])=[O:2]. The catalyst class is: 3. (3) Reactant: [CH2:1]([N:3]1[C:7]2=[N:8][CH:9]=[C:10]([C:26]3[CH2:30][C:29]4([CH2:34][CH2:33][CH2:32][CH2:31]4)[O:28][N:27]=3)[C:11]([NH:12][CH:13]3[CH2:18][CH2:17][N:16](C(OC(C)(C)C)=O)[CH2:15][CH2:14]3)=[C:6]2[CH:5]=[N:4]1)[CH3:2].FC(F)(F)C(O)=O. Product: [CH2:1]([N:3]1[C:7]2[N:8]=[CH:9][C:10]([C:26]3[CH2:30][C:29]4([CH2:34][CH2:33][CH2:32][CH2:31]4)[O:28][N:27]=3)=[C:11]([NH:12][CH:13]3[CH2:14][CH2:15][NH:16][CH2:17][CH2:18]3)[C:6]=2[CH:5]=[N:4]1)[CH3:2]. The catalyst class is: 503. (4) Reactant: [Br:1][C:2]1[CH:7]=[CH:6][C:5]([C:8]2[O:9][CH2:10][C:11]([CH3:14])([CH3:13])[N:12]=2)=[CH:4][CH:3]=1.[Li]CCCC.[OH:20][C:21]1[CH:22]=[C:23]([CH:32]=[CH:33][CH:34]=1)[C:24]([C:26]1[CH:31]=[CH:30][CH:29]=[CH:28][CH:27]=1)=[O:25].O. Product: [Br:1][C:2]1[CH:3]=[CH:4][C:5]([C:8]2[O:9][CH2:10][C:11]([CH3:14])([CH3:13])[N:12]=2)=[CH:6][CH:7]=1.[CH3:13][C:11]1([CH3:14])[CH2:10][O:9][C:8]([C:5]2[CH:6]=[CH:7][C:2]([C:24]([OH:25])([C:26]3[CH:27]=[CH:28][CH:29]=[CH:30][CH:31]=3)[C:23]3[CH:22]=[C:21]([OH:20])[CH:34]=[CH:33][CH:32]=3)=[CH:3][CH:4]=2)=[N:12]1. The catalyst class is: 134. (5) Reactant: C([O:5][C:6]([C:8]1[C:9]([CH3:48])=[C:10]2[C:14](=[CH:15][CH:16]=1)[CH:13]([N:17]([CH2:40][C:41]([O:43]C(C)(C)C)=[O:42])[CH2:18][C:19]1[N:24]3[N:25]=[CH:26][CH:27]=[C:23]3[N:22]=[C:21]([C:28](=[O:39])[NH:29][CH2:30][C:31]3[CH:36]=[CH:35][C:34]([F:37])=[C:33]([F:38])[CH:32]=3)[CH:20]=1)[CH2:12][CH2:11]2)=[O:7])(C)(C)C.FC(F)(F)C(O)=O.O. Product: [C:41]([CH2:40][N:17]([CH2:18][C:19]1[N:24]2[N:25]=[CH:26][CH:27]=[C:23]2[N:22]=[C:21]([C:28](=[O:39])[NH:29][CH2:30][C:31]2[CH:36]=[CH:35][C:34]([F:37])=[C:33]([F:38])[CH:32]=2)[CH:20]=1)[CH:13]1[C:14]2[C:10](=[C:9]([CH3:48])[C:8]([C:6]([OH:7])=[O:5])=[CH:16][CH:15]=2)[CH2:11][CH2:12]1)([OH:43])=[O:42]. The catalyst class is: 2.